Dataset: Peptide-MHC class II binding affinity with 134,281 pairs from IEDB. Task: Regression. Given a peptide amino acid sequence and an MHC pseudo amino acid sequence, predict their binding affinity value. This is MHC class II binding data. (1) The peptide sequence is EKKYFAATQVEPLAA. The MHC is HLA-DQA10501-DQB10201 with pseudo-sequence HLA-DQA10501-DQB10201. The binding affinity (normalized) is 0.582. (2) The peptide sequence is NPMTVFWSKMAQSMT. The binding affinity (normalized) is 0.738. The MHC is DRB1_0701 with pseudo-sequence DRB1_0701. (3) The peptide sequence is GAVDIINKWQVVAPQ. The MHC is DRB1_1501 with pseudo-sequence DRB1_1501. The binding affinity (normalized) is 0.337. (4) The binding affinity (normalized) is 0.459. The peptide sequence is EHGSDEWVAMTKGEGGVWTF. The MHC is DRB4_0101 with pseudo-sequence DRB4_0103. (5) The peptide sequence is ALYEKKLALYLLLAL. The MHC is DRB3_0202 with pseudo-sequence DRB3_0202. The binding affinity (normalized) is 0. (6) The peptide sequence is TYNIADAARHYGVNLNTL. The MHC is DRB1_0101 with pseudo-sequence DRB1_0101. The binding affinity (normalized) is 0.345. (7) The peptide sequence is NYSLSAAVKAGATLL. The MHC is H-2-IAb with pseudo-sequence H-2-IAb. The binding affinity (normalized) is 0.467.